This data is from Full USPTO retrosynthesis dataset with 1.9M reactions from patents (1976-2016). The task is: Predict the reactants needed to synthesize the given product. Given the product [Br:18][C:13]1[CH:14]=[N:15][N:16]([CH3:17])[C:12]=1[C:4]1[CH:5]=[C:6]([C:8]([OH:10])=[O:9])[S:7][C:3]=1[CH2:1][CH3:2], predict the reactants needed to synthesize it. The reactants are: [CH2:1]([C:3]1[S:7][C:6]([C:8]([O:10]C)=[O:9])=[CH:5][C:4]=1[C:12]1[N:16]([CH3:17])[N:15]=[CH:14][CH:13]=1)[CH3:2].[Br:18]N1C(=O)CCC1=O.[OH-].[Na+].